Dataset: Catalyst prediction with 721,799 reactions and 888 catalyst types from USPTO. Task: Predict which catalyst facilitates the given reaction. (1) The catalyst class is: 648. Reactant: S(Cl)([Cl:3])=O.O.[F:6][C:7]1[CH:12]=[C:11]([C:13]2[CH:14]=[N:15][N:16]([CH3:18])[CH:17]=2)[CH:10]=[CH:9][C:8]=1[CH2:19]O. Product: [ClH:3].[Cl:3][CH2:19][C:8]1[CH:9]=[CH:10][C:11]([C:13]2[CH:14]=[N:15][N:16]([CH3:18])[CH:17]=2)=[CH:12][C:7]=1[F:6]. (2) Reactant: [N:1]12[CH2:8][CH2:7][CH:4]([CH2:5][CH2:6]1)[CH:3]([O:9][C:10]1[CH:15]=[CH:14][C:13]([NH:16][C:17]3[S:21][C:20]([C:22](=[O:24])[CH3:23])=[CH:19][CH:18]=3)=[CH:12][CH:11]=1)[CH2:2]2.[ClH:25]. Product: [ClH:25].[N:1]12[CH2:8][CH2:7][CH:4]([CH2:5][CH2:6]1)[CH:3]([O:9][C:10]1[CH:11]=[CH:12][C:13]([NH:16][C:17]3[S:21][C:20]([C:22](=[O:24])[CH3:23])=[CH:19][CH:18]=3)=[CH:14][CH:15]=1)[CH2:2]2. The catalyst class is: 13. (3) Product: [CH2:1]([O:3][P:4]([CH2:9][C:10]1[CH:15]=[CH:14][C:13]([NH:16][C:17]2[N:22]=[C:21]([NH:30][C:31]3[C:32]([C:44](=[O:45])[NH:46][CH3:47])=[N:33][C:34]([C@H:37]4[CH2:38][CH2:39][C@H:40]([OH:43])[CH2:41][CH2:42]4)=[CH:35][CH:36]=3)[C:20]([C:24]([F:27])([F:26])[F:25])=[CH:19][N:18]=2)=[C:12]([O:28][CH3:29])[CH:11]=1)(=[O:8])[O:5][CH2:6][CH3:7])[CH3:2]. The catalyst class is: 6. Reactant: [CH2:1]([O:3][P:4]([CH2:9][C:10]1[CH:15]=[CH:14][C:13]([NH:16][C:17]2[N:22]=[C:21](Cl)[C:20]([C:24]([F:27])([F:26])[F:25])=[CH:19][N:18]=2)=[C:12]([O:28][CH3:29])[CH:11]=1)(=[O:8])[O:5][CH2:6][CH3:7])[CH3:2].[NH2:30][C:31]1[C:32]([C:44]([NH:46][CH3:47])=[O:45])=[N:33][C:34]([C@H:37]2[CH2:42][CH2:41][C@H:40]([OH:43])[CH2:39][CH2:38]2)=[CH:35][CH:36]=1. (4) Reactant: C(OC([NH:11][CH2:12][CH2:13][CH2:14][CH2:15][CH:16]([N:49]([CH2:83][C:84]([NH:86][CH2:87][CH2:88][CH2:89][CH2:90][CH:91]([N:99]([CH2:108][C:109]([O:111][C:112]([CH3:115])([CH3:114])[CH3:113])=[O:110])[CH2:100][C:101](=[O:107])[O:102][C:103]([CH3:106])([CH3:105])[CH3:104])[C:92]([O:94][C:95]([CH3:98])([CH3:97])[CH3:96])=[O:93])=[O:85])[CH2:50][C:51](=[O:82])[NH:52][CH2:53][CH2:54][CH2:55][CH2:56][CH:57]([C:75]([O:77][C:78]([CH3:81])([CH3:80])[CH3:79])=[O:76])[N:58]([CH2:67][C:68](=[O:74])[O:69][C:70]([CH3:73])([CH3:72])[CH3:71])[CH2:59][C:60]([O:62][C:63]([CH3:66])([CH3:65])[CH3:64])=[O:61])[C:17](=[O:48])[NH:18][CH2:19][CH2:20][CH2:21][CH2:22][CH:23]([C:41]([O:43][C:44]([CH3:47])([CH3:46])[CH3:45])=[O:42])[N:24]([CH2:33][C:34]([O:36][C:37]([CH3:40])([CH3:39])[CH3:38])=[O:35])[CH2:25][C:26]([O:28][C:29]([CH3:32])([CH3:31])[CH3:30])=[O:27])=O)C1C=CC=CC=1. Product: [NH2:11][CH2:12][CH2:13][CH2:14][CH2:15][CH:16]([N:49]([CH2:50][C:51]([NH:52][CH2:53][CH2:54][CH2:55][CH2:56][CH:57]([N:58]([CH2:59][C:60]([O:62][C:63]([CH3:66])([CH3:65])[CH3:64])=[O:61])[CH2:67][C:68](=[O:74])[O:69][C:70]([CH3:73])([CH3:72])[CH3:71])[C:75]([O:77][C:78]([CH3:81])([CH3:80])[CH3:79])=[O:76])=[O:82])[CH2:83][C:84](=[O:85])[NH:86][CH2:87][CH2:88][CH2:89][CH2:90][CH:91]([C:92]([O:94][C:95]([CH3:96])([CH3:97])[CH3:98])=[O:93])[N:99]([CH2:108][C:109](=[O:110])[O:111][C:112]([CH3:113])([CH3:114])[CH3:115])[CH2:100][C:101]([O:102][C:103]([CH3:104])([CH3:105])[CH3:106])=[O:107])[C:17](=[O:48])[NH:18][CH2:19][CH2:20][CH2:21][CH2:22][CH:23]([C:41]([O:43][C:44]([CH3:45])([CH3:46])[CH3:47])=[O:42])[N:24]([CH2:33][C:34]([O:36][C:37]([CH3:39])([CH3:40])[CH3:38])=[O:35])[CH2:25][C:26]([O:28][C:29]([CH3:32])([CH3:31])[CH3:30])=[O:27]. The catalyst class is: 43. (5) The catalyst class is: 646. Reactant: [C:1]([CH2:4][O:5][C@H:6]1[C@H:11]([C:12]2[CH:17]=[CH:16][C:15]([O:18][CH2:19][CH2:20][CH2:21][O:22][CH3:23])=[CH:14][CH:13]=2)[C@@H:10]([O:24][CH2:25][C:26]2[CH:27]=[CH:28][C:29]3[O:34][CH2:33][CH2:32][N:31]([CH2:35][CH2:36][CH2:37][O:38][CH3:39])[C:30]=3[CH:40]=2)[CH2:9][N:8]([C:41]([O:43][CH2:44][C:45]2[CH:50]=[CH:49][CH:48]=[CH:47][CH:46]=2)=[O:42])[CH2:7]1)(O)=[O:2].[CH2:51]([NH:53][CH2:54][CH3:55])[CH3:52].C(N(CC)CC)C. Product: [CH2:51]([N:53]([CH2:54][CH3:55])[C:1]([CH2:4][O:5][C@H:6]1[C@H:11]([C:12]2[CH:17]=[CH:16][C:15]([O:18][CH2:19][CH2:20][CH2:21][O:22][CH3:23])=[CH:14][CH:13]=2)[C@@H:10]([O:24][CH2:25][C:26]2[CH:27]=[CH:28][C:29]3[O:34][CH2:33][CH2:32][N:31]([CH2:35][CH2:36][CH2:37][O:38][CH3:39])[C:30]=3[CH:40]=2)[CH2:9][N:8]([C:41]([O:43][CH2:44][C:45]2[CH:50]=[CH:49][CH:48]=[CH:47][CH:46]=2)=[O:42])[CH2:7]1)=[O:2])[CH3:52]. (6) Reactant: [C:1]([N:4]1[C:13]2[C:8](=[CH:9][C:10]([C:14]([OH:16])=O)=[CH:11][CH:12]=2)[C@H:7]([NH:17][C:18]2[CH:23]=[CH:22][CH:21]=[C:20]([CH3:24])[N:19]=2)[C@@H:6]([CH3:25])[C@@H:5]1[CH:26]1[CH2:28][CH2:27]1)(=[O:3])[CH3:2].CN(C(O[N:37]1N=N[C:39]2C=CC=N[C:38]1=2)=[N+](C)C)C.F[P-](F)(F)(F)(F)F.C(N)C.CCN(C(C)C)C(C)C. Product: [C:1]([N:4]1[C:13]2[C:8](=[CH:9][C:10]([C:14]([NH:37][CH2:38][CH3:39])=[O:16])=[CH:11][CH:12]=2)[C@H:7]([NH:17][C:18]2[CH:23]=[CH:22][CH:21]=[C:20]([CH3:24])[N:19]=2)[C@@H:6]([CH3:25])[C@@H:5]1[CH:26]1[CH2:27][CH2:28]1)(=[O:3])[CH3:2]. The catalyst class is: 9.